Dataset: HIV replication inhibition screening data with 41,000+ compounds from the AIDS Antiviral Screen. Task: Binary Classification. Given a drug SMILES string, predict its activity (active/inactive) in a high-throughput screening assay against a specified biological target. (1) The molecule is COc1ccc(C2SC(=N)Nc3c2c(C)nn3C(=O)c2ccncc2)cc1OC. The result is 1 (active). (2) The drug is COc1ccc(N2C(=O)C3c4[nH]c5ccc(OCc6ccccc6)cc5c4C4CCC(C(C)C)CC4C3C2=O)cc1. The result is 0 (inactive). (3) The compound is Cc1ccc2nc(C(C)C)c(O)nc2c1. The result is 0 (inactive). (4) The molecule is COC(=O)C1COC(=S)N1C(=O)C(C)C(O)C(C)C. The result is 0 (inactive). (5) The compound is O=C(NC(CO)C(O)c1ccc([N+](=O)[O-])cc1)C(Cl)Cl. The result is 0 (inactive). (6) The drug is N#CC(=Cc1ccc(F)cc1)C(=O)O. The result is 0 (inactive). (7) The drug is CCOC(=O)C(C#N)=Cc1ccc([N+](=O)[O-])o1. The result is 0 (inactive). (8) The molecule is Cc1cn(C2CC(N)C(C(=O)NCC(=O)O)O2)c(=O)[nH]c1=O. The result is 0 (inactive). (9) The compound is O=c1c2ccccc2[nH]c2c(O)ccc(O)c12. The result is 0 (inactive).